This data is from Forward reaction prediction with 1.9M reactions from USPTO patents (1976-2016). The task is: Predict the product of the given reaction. (1) Given the reactants [C:1]([C:3]1[CH:4]=[C:5]([CH:9]=[CH:10][C:11]=1[CH:12]([CH3:14])[CH3:13])[C:6](O)=[O:7])#[N:2], predict the reaction product. The product is: [C:1]([C:3]1[CH:4]=[C:5]([CH:9]=[CH:10][C:11]=1[CH:12]([CH3:14])[CH3:13])[CH2:6][OH:7])#[N:2]. (2) Given the reactants [C:1](OCC)(=[O:3])[CH3:2].[Na].[C:8]1([CH2:18][C:19]([O:21][CH2:22][CH3:23])=[O:20])[C:17]2[C:12](=[CH:13][CH:14]=[CH:15][CH:16]=2)[CH:11]=[CH:10][CH:9]=1, predict the reaction product. The product is: [C:8]1([CH:18]([C:1](=[O:3])[CH3:2])[C:19]([O:21][CH2:22][CH3:23])=[O:20])[C:17]2[C:12](=[CH:13][CH:14]=[CH:15][CH:16]=2)[CH:11]=[CH:10][CH:9]=1.